From a dataset of Forward reaction prediction with 1.9M reactions from USPTO patents (1976-2016). Predict the product of the given reaction. Given the reactants [C:1]([C:3]1[CH:4]=[C:5]([CH:9]=[CH:10][C:11]=1[F:12])[C:6]([OH:8])=O)#[N:2].[C:13]1([CH2:19][C:20]([NH:22][NH2:23])=[O:21])[CH:18]=[CH:17][CH:16]=[CH:15][CH:14]=1.C(=O)([O-])O.[Na+], predict the reaction product. The product is: [C:13]1([CH2:19][C:20]([NH:22][NH:23][C:6](=[O:8])[C:5]2[CH:9]=[CH:10][C:11]([F:12])=[C:3]([C:1]#[N:2])[CH:4]=2)=[O:21])[CH:18]=[CH:17][CH:16]=[CH:15][CH:14]=1.